Predict the reaction yield, written as a fraction of the theoretical maximum amount of product (1.0 means a 100% yield; for example, 0.34 means a 34% yield). From a dataset of Reaction yield outcomes from USPTO patents with 853,638 reactions. (1) The reactants are [H-].[Na+].[CH3:3][O:4][C:5]([C@H:7]1[CH2:12][CH2:11][C@H:10]([CH2:13][N:14]2[C:18]3[CH:19]=[C:20]([OH:23])[CH:21]=[CH:22][C:17]=3[N:16]([CH3:24])[C:15]2=[O:25])[CH2:9][CH2:8]1)=[O:6].Br[CH2:27][C:28]1[CH:33]=[CH:32][C:31]([O:34][CH3:35])=[CH:30][CH:29]=1.O. The catalyst is CN(C=O)C. The product is [CH3:3][O:4][C:5]([C@H:7]1[CH2:8][CH2:9][C@H:10]([CH2:13][N:14]2[C:18]3[CH:19]=[C:20]([O:23][CH2:27][C:28]4[CH:33]=[CH:32][C:31]([O:34][CH3:35])=[CH:30][CH:29]=4)[CH:21]=[CH:22][C:17]=3[N:16]([CH3:24])[C:15]2=[O:25])[CH2:11][CH2:12]1)=[O:6]. The yield is 0.620. (2) The reactants are [NH2:1][C:2]1[N:7]=[C:6]([NH2:8])[C:5]([O:9][C:10]2[C:11]([CH:21]([CH3:23])[CH3:22])=[CH:12][C:13]([O:19][CH3:20])=[C:14]([CH:16]([OH:18])[CH3:17])[CH:15]=2)=[CH:4][N:3]=1.[CH3:24]CN(S(F)(F)F)CC.C([O-])(O)=O.[Na+]. The catalyst is C(Cl)Cl. The product is [CH:21]([C:11]1[CH:12]=[C:13]([O:19][CH3:20])[C:14]([CH:16]=[CH2:17])=[CH:15][C:10]=1[O:9][C:5]1[C:6]([NH2:8])=[N:7][C:2]([NH2:1])=[N:3][CH:4]=1)([CH3:23])[CH3:22].[CH:21]([C:11]1[CH:12]=[C:13]([O:19][CH3:20])[C:14]([CH:16]([O:18][CH3:24])[CH3:17])=[CH:15][C:10]=1[O:9][C:5]1[C:6]([NH2:8])=[N:7][C:2]([NH2:1])=[N:3][CH:4]=1)([CH3:23])[CH3:22]. The yield is 0.0300. (3) The reactants are [NH:1]1[CH2:6][CH2:5][CH:4]([C:7]2[C:8](=[O:17])[NH:9][C:10]3[C:15]([CH:16]=2)=[CH:14][N:13]=[CH:12][CH:11]=3)[CH2:3][CH2:2]1.[Cl:18][C:19]1[C:27]2[NH:26][N:25]=[CH:24][C:23]=2[C:22]2[CH2:28][N:29]([CH2:54][C:55]([CH3:58])([CH3:57])[CH3:56])[C:30](=[O:53])[C@@H:31]([CH2:33][C:34](=[O:52])N3CCC(N4CC5C(=CC=CC=5)NC4=O)CC3)[CH2:32][C:21]=2[CH:20]=1. No catalyst specified. The product is [Cl:18][C:19]1[C:27]2[NH:26][N:25]=[CH:24][C:23]=2[C:22]2[CH2:28][N:29]([CH2:54][C:55]([CH3:58])([CH3:57])[CH3:56])[C:30](=[O:53])[C@H:31]([CH2:33][C:34]([N:1]3[CH2:2][CH2:3][CH:4]([C:7]4[C:8](=[O:17])[NH:9][C:10]5[C:15]([CH:16]=4)=[CH:14][N:13]=[CH:12][CH:11]=5)[CH2:5][CH2:6]3)=[O:52])[CH2:32][C:21]=2[CH:20]=1. The yield is 0.270. (4) The reactants are [Br:1][C:2]1[CH:11]=[C:10]2[C:5]([CH:6]=[CH:7][NH:8][C:9]2=[O:12])=[CH:4][CH:3]=1.Br[CH2:14][C:15]1[CH:20]=[CH:19][C:18]([F:21])=[CH:17][CH:16]=1.CC(C)([O-])C.[K+]. The catalyst is C1COCC1.[I-].C([N+](CCCC)(CCCC)CCCC)CCC. The product is [Br:1][C:2]1[CH:11]=[C:10]2[C:5]([CH2:6][CH2:7][N:8]([CH2:14][C:15]3[CH:20]=[CH:19][C:18]([F:21])=[CH:17][CH:16]=3)[C:9]2=[O:12])=[CH:4][CH:3]=1. The yield is 0.920. (5) The reactants are [Cl:1][C:2]1[CH:7]=[C:6]([Cl:8])[CH:5]=[CH:4][C:3]=1[C:9]1[N:10]=[C:11]([CH2:16][C:17]2[CH:22]=[CH:21][C:20]([C:23]3[CH:28]=[CH:27][C:26]([OH:29])=[CH:25][CH:24]=3)=[CH:19][CH:18]=2)[N:12]([CH2:14][CH3:15])[CH:13]=1.F[C:31]1[CH:32]=[CH:33][C:34]([N+:41]([O-:43])=[O:42])=[C:35]([CH:40]=1)[C:36]([O:38][CH3:39])=[O:37]. No catalyst specified. The product is [CH3:39][O:38][C:36](=[O:37])[C:35]1[CH:40]=[C:31]([O:29][C:26]2[CH:25]=[CH:24][C:23]([C:20]3[CH:21]=[CH:22][C:17]([CH2:16][C:11]4[N:12]([CH2:14][CH3:15])[CH:13]=[C:9]([C:3]5[CH:4]=[CH:5][C:6]([Cl:8])=[CH:7][C:2]=5[Cl:1])[N:10]=4)=[CH:18][CH:19]=3)=[CH:28][CH:27]=2)[CH:32]=[CH:33][C:34]=1[N+:41]([O-:43])=[O:42]. The yield is 0.780. (6) The reactants are [CH2:1]([O:3][C:4]([C:6]1[NH:7][N:8]=[C:9]([CH3:15])[C:10]=1[C:11]([F:14])([F:13])[F:12])=[O:5])[CH3:2].[CH3:16]I.[H-].[Na+]. The catalyst is CN(C)C=O. The product is [CH2:1]([O:3][C:4]([C:6]1[N:7]([CH3:16])[N:8]=[C:9]([CH3:15])[C:10]=1[C:11]([F:13])([F:14])[F:12])=[O:5])[CH3:2]. The yield is 0.217.